From a dataset of Reaction yield outcomes from USPTO patents with 853,638 reactions. Predict the reaction yield, written as a fraction of the theoretical maximum amount of product (1.0 means a 100% yield; for example, 0.34 means a 34% yield). (1) The reactants are [C:1]([O:5][C:6]([N:8]1[C:17]2[C:12](=[CH:13][C:14](OS(C(F)(F)F)(=O)=O)=[CH:15][CH:16]=2)[CH2:11][CH2:10][CH2:9]1)=[O:7])([CH3:4])([CH3:3])[CH3:2].[CH2:26]([OH:31])[CH2:27][CH2:28][C:29]#[CH:30].Cl. The catalyst is N1CCCCC1.C1C=CC([P]([Pd]([P](C2C=CC=CC=2)(C2C=CC=CC=2)C2C=CC=CC=2)([P](C2C=CC=CC=2)(C2C=CC=CC=2)C2C=CC=CC=2)[P](C2C=CC=CC=2)(C2C=CC=CC=2)C2C=CC=CC=2)(C2C=CC=CC=2)C2C=CC=CC=2)=CC=1.[Cu](I)I. The product is [C:1]([O:5][C:6]([N:8]1[C:17]2[C:12](=[CH:13][C:14]([C:30]#[C:29][CH2:28][CH2:27][CH2:26][OH:31])=[CH:15][CH:16]=2)[CH2:11][CH2:10][CH2:9]1)=[O:7])([CH3:4])([CH3:3])[CH3:2]. The yield is 0.920. (2) The reactants are [Cl:1][C:2]1[CH:3]=[CH:4][C:5]2[N:9]=[CH:8][N:7]([C@@H:10]3[O:27][CH2:26][C@@H:21]([O:22][C:23](=[O:25])[CH3:24])[C@@H:16]([O:17][C:18](=[O:20])[CH3:19])[C@H:11]3[O:12][C:13](=[O:15])[CH3:14])[C:6]=2[CH:28]=1.[Br:29]N1C(=O)CCC1=O. The catalyst is O1CCCC1. The product is [Br:29][C:8]1[N:7]([C@@H:10]2[O:27][CH2:26][C@@H:21]([O:22][C:23](=[O:25])[CH3:24])[C@@H:16]([O:17][C:18](=[O:20])[CH3:19])[C@H:11]2[O:12][C:13](=[O:15])[CH3:14])[C:6]2[CH:28]=[C:2]([Cl:1])[CH:3]=[CH:4][C:5]=2[N:9]=1. The yield is 0.540. (3) The reactants are [Cl:1][CH2:2][C:3](=[O:10])[CH2:4][C:5]([O:7][CH2:8][CH3:9])=[O:6].C(OCC)(OCC)O[CH2:13][CH3:14].O=P12OP3(OP(OP(O3)(O1)=O)(=O)O2)=O. The catalyst is S(=O)(=O)(O)O.C(Cl)(Cl)Cl. The product is [Cl:1][CH2:2]/[C:3](/[O:10][CH2:13][CH3:14])=[CH:4]\[C:5]([O:7][CH2:8][CH3:9])=[O:6]. The yield is 0.460.